From a dataset of Reaction yield outcomes from USPTO patents with 853,638 reactions. Predict the reaction yield, written as a fraction of the theoretical maximum amount of product (1.0 means a 100% yield; for example, 0.34 means a 34% yield). (1) The reactants are [CH:1]1[C:10]2[C:5](=[CH:6][C:7]([C:11]3[S:15][C:14]([NH:16][C:17](=O)OC(C)(C)C)=[N:13][N:12]=3)=[CH:8][CH:9]=2)[CH:4]=[CH:3][N:2]=1.C(=O)([O-])[O-].[Cs+].[Cs+].[F:30][C:31]([F:49])([F:48])[C:32]1[CH:37]=[CH:36][C:35]([C@H:38]2[C@@H:45]3[N:41](S(=O)(=O)OC3)[CH2:40][CH2:39]2)=[CH:34][CH:33]=1. The catalyst is CN(C=O)C. The product is [CH:1]1[C:10]2[C:5](=[CH:6][C:7]([C:11]3[S:15][C:14]([NH:16][CH2:17][C@@H:45]4[C@H:38]([C:35]5[CH:36]=[CH:37][C:32]([C:31]([F:30])([F:48])[F:49])=[CH:33][CH:34]=5)[CH2:39][CH2:40][NH:41]4)=[N:13][N:12]=3)=[CH:8][CH:9]=2)[CH:4]=[CH:3][N:2]=1. The yield is 0.100. (2) The reactants are [Cl:1][C:2]1[CH:11]=[C:10]([Cl:12])[C:5]([C:6]([O:8]C)=O)=[C:4]([N+:13]([O-:15])=[O:14])[C:3]=1[O:16][CH3:17].[CH2:18]([NH2:21])[CH2:19][CH3:20]. The catalyst is S(Cl)(Cl)=O. The product is [Cl:1][C:2]1[CH:11]=[C:10]([Cl:12])[C:5]([C:6]([NH:21][CH2:18][CH2:19][CH3:20])=[O:8])=[C:4]([N+:13]([O-:15])=[O:14])[C:3]=1[O:16][CH3:17]. The yield is 0.920. (3) The reactants are [Cl:1][C:2]1[CH:7]=[CH:6][C:5]([C:8]#[C:9][CH2:10][O:11][C:12]2[CH:17]=[CH:16][C:15]([S:18](Cl)(=[O:20])=[O:19])=[CH:14][CH:13]=2)=[CH:4][CH:3]=1.Cl.[C:23]([O:27][C:28](=[O:32])[CH2:29][NH:30][CH3:31])([CH3:26])([CH3:25])[CH3:24]. The catalyst is N1C=CC=CC=1.C(Cl)(Cl)Cl. The product is [Cl:1][C:2]1[CH:7]=[CH:6][C:5]([C:8]#[C:9][CH2:10][O:11][C:12]2[CH:17]=[CH:16][C:15]([S:18]([N:30]([CH2:29][C:28]([O:27][C:23]([CH3:26])([CH3:25])[CH3:24])=[O:32])[CH3:31])(=[O:20])=[O:19])=[CH:14][CH:13]=2)=[CH:4][CH:3]=1. The yield is 0.530.